The task is: Predict the product of the given reaction.. This data is from Forward reaction prediction with 1.9M reactions from USPTO patents (1976-2016). (1) Given the reactants [C:1]([C:3]1[S:7][C:6]([C:8]2[CH:16]=[CH:15][C:11]([C:12]([OH:14])=O)=[C:10]([F:17])[CH:9]=2)=[CH:5][CH:4]=1)#[N:2].CCN=C=NCCCN(C)C.Cl.C1C=CC2N(O)N=NC=2C=1.CCN(C(C)C)C(C)C.[CH3:49][C@@H:50]1[CH2:54][CH2:53][CH2:52][N:51]1[CH2:55][C@@H:56]1[CH2:60][CH2:59][CH2:58][NH:57]1, predict the reaction product. The product is: [F:17][C:10]1[CH:9]=[C:8]([C:6]2[S:7][C:3]([C:1]#[N:2])=[CH:4][CH:5]=2)[CH:16]=[CH:15][C:11]=1[C:12]([N:57]1[CH2:58][CH2:59][CH2:60][C@H:56]1[CH2:55][N:51]1[CH2:52][CH2:53][CH2:54][C@H:50]1[CH3:49])=[O:14]. (2) Given the reactants Cl[C:2]1[N:7]=[C:6]([C:8]([F:11])([F:10])[F:9])[C:5]([C:12]([O:14][CH3:15])=[O:13])=[CH:4][N:3]=1.[CH3:16][O-:17].[Na+], predict the reaction product. The product is: [CH3:16][O:17][C:2]1[N:7]=[C:6]([C:8]([F:11])([F:10])[F:9])[C:5]([C:12]([O:14][CH3:15])=[O:13])=[CH:4][N:3]=1. (3) Given the reactants [O:1]1[C:5]2([CH2:10][CH2:9][CH2:8][CH2:7][CH2:6]2)[O:4][CH2:3][C@@H:2]1[C:11]1[N:15]=[C:14]([NH:16][C:17]2[N:22]=[CH:21][C:20]([S:23][CH2:24][CH2:25][C:26](OC)=O)=[CH:19][C:18]=2[O:30][C:31]2[C:32]([CH3:37])=[N:33][CH:34]=[CH:35][CH:36]=2)[S:13][N:12]=1.[CH3:38]C([O-])(C)C.[K+].BrCC1CC1.CN(C=O)C, predict the reaction product. The product is: [CH:25]1([CH2:24][S:23][C:20]2[CH:19]=[C:18]([O:30][C:31]3[C:32]([CH3:37])=[N:33][CH:34]=[CH:35][CH:36]=3)[C:17]([NH:16][C:14]3[S:13][N:12]=[C:11]([C@H:2]4[CH2:3][O:4][C:5]5([CH2:6][CH2:7][CH2:8][CH2:9][CH2:10]5)[O:1]4)[N:15]=3)=[N:22][CH:21]=2)[CH2:38][CH2:26]1. (4) Given the reactants CN(C(ON1N=NC2C=CC=CC1=2)=[N+](C)C)C.F[P-](F)(F)(F)(F)F.Cl.[CH3:26][S:27]([C:30]1[CH:31]=[CH:32][C:33]([CH2:36][NH2:37])=[N:34][CH:35]=1)(=[O:29])=[O:28].[CH3:38][C:39]1[N:44]([C:45]2[CH:50]=[CH:49][CH:48]=[C:47]([C:51]([F:54])([F:53])[F:52])[CH:46]=2)[C:43](=[O:55])[C:42]([C:56](O)=[O:57])=[CH:41][C:40]=1[C:59]1[N:60]([CH3:64])[N:61]=[CH:62][CH:63]=1.CC(N(C)C)=O, predict the reaction product. The product is: [CH3:38][C:39]1[N:44]([C:45]2[CH:50]=[CH:49][CH:48]=[C:47]([C:51]([F:54])([F:52])[F:53])[CH:46]=2)[C:43](=[O:55])[C:42]([C:56]([NH:37][CH2:36][C:33]2[CH:32]=[CH:31][C:30]([S:27]([CH3:26])(=[O:29])=[O:28])=[CH:35][N:34]=2)=[O:57])=[CH:41][C:40]=1[C:59]1[N:60]([CH3:64])[N:61]=[CH:62][CH:63]=1. (5) Given the reactants [N:1]1[CH:6]=[CH:5][CH:4]=[C:3]([C:7]2[C:8]3[CH:15]=[CH:14][C:13]([OH:16])=[CH:12][C:9]=3[S:10][CH:11]=2)[CH:2]=1.[CH2:17](I)[CH2:18][CH2:19][CH2:20][CH2:21][CH3:22].C(=O)([O-])[O-].[K+].[K+], predict the reaction product. The product is: [CH2:17]([O:16][C:13]1[CH:14]=[CH:15][C:8]2[C:7]([C:3]3[CH:2]=[N:1][CH:6]=[CH:5][CH:4]=3)=[CH:11][S:10][C:9]=2[CH:12]=1)[CH2:18][CH2:19][CH2:20][CH2:21][CH3:22]. (6) Given the reactants [CH2:1]([CH:3]([C:6]1[N:10]2[C:11]3[C:16]([NH:17][C:18](=[O:19])[C:9]2=[CH:8][N:7]=1)=[CH:15][C:14]([C:20](O)=[O:21])=[C:13]([O:23][CH3:24])[CH:12]=3)[CH2:4][CH3:5])[CH3:2].[CH3:25][N:26](C)[CH:27]=O.C(N1C=CN=C1)(N1C=CN=C1)=O.Cl.CNC, predict the reaction product. The product is: [CH2:4]([CH:3]([C:6]1[N:10]2[C:11]3[C:16]([NH:17][C:18](=[O:19])[C:9]2=[CH:8][N:7]=1)=[CH:15][C:14]([C:20]([N:26]([CH3:27])[CH3:25])=[O:21])=[C:13]([O:23][CH3:24])[CH:12]=3)[CH2:1][CH3:2])[CH3:5]. (7) Given the reactants [CH2:1]([C:8]1[C:9]([O:18][C@@H:19]2[O:45][C@H:44]([CH2:46][O:47][C:48](=[O:53])[C:49]([CH3:52])([CH3:51])[CH3:50])[C@@H:36]([O:37][C:38](=[O:43])[C:39]([CH3:42])([CH3:41])[CH3:40])[C@H:28]([O:29][C:30](=[O:35])[C:31]([CH3:34])([CH3:33])[CH3:32])[C@H:20]2[O:21][C:22](=[O:27])[C:23]([CH3:26])([CH3:25])[CH3:24])=[N:10][N:11](C=O)[C:12]=1[CH:13]([CH3:15])[CH3:14])[C:2]1[CH:7]=[CH:6][CH:5]=[CH:4][CH:3]=1.C(=O)(O)[O-].[Na+].O, predict the reaction product. The product is: [CH2:1]([C:8]1[C:9]([O:18][C@@H:19]2[O:45][C@H:44]([CH2:46][O:47][C:48](=[O:53])[C:49]([CH3:50])([CH3:52])[CH3:51])[C@@H:36]([O:37][C:38](=[O:43])[C:39]([CH3:42])([CH3:41])[CH3:40])[C@H:28]([O:29][C:30](=[O:35])[C:31]([CH3:32])([CH3:34])[CH3:33])[C@H:20]2[O:21][C:22](=[O:27])[C:23]([CH3:26])([CH3:24])[CH3:25])=[N:10][NH:11][C:12]=1[CH:13]([CH3:15])[CH3:14])[C:2]1[CH:7]=[CH:6][CH:5]=[CH:4][CH:3]=1.